This data is from Forward reaction prediction with 1.9M reactions from USPTO patents (1976-2016). The task is: Predict the product of the given reaction. (1) Given the reactants [CH3:1][O:2][C:3](=[O:20])[C:4]1[CH:9]=[CH:8][C:7](OS(C(F)(F)F)(=O)=O)=[C:6]([C:18]#[N:19])[CH:5]=1.[Br-].[CH:22]1(C[Zn+])[CH2:27][CH2:26][CH2:25][CH2:24][CH2:23]1.C1COCC1.C(=O)([O-])O.[Na+], predict the reaction product. The product is: [CH3:1][O:2][C:3](=[O:20])[C:4]1[CH:9]=[CH:8][C:7]([CH:22]2[CH2:27][CH2:26][CH2:25][CH2:24][CH2:23]2)=[C:6]([C:18]#[N:19])[CH:5]=1. (2) Given the reactants Br[C:2]([F:26])([F:25])[C:3](F)([F:23])[O:4][C:5]1[CH:6]=[C:7]([S:19]([F:22])(=[O:21])=[O:20])[CH:8]=[C:9]([O:11][C:12](F)([F:17])[C:13]([F:16])([F:15])Br)[CH:10]=1.C(#N)C, predict the reaction product. The product is: [F:23][C:3]([O:4][C:5]1[CH:6]=[C:7]([S:19]([F:22])(=[O:21])=[O:20])[CH:8]=[C:9]([O:11][C:12]([F:17])=[C:13]([F:16])[F:15])[CH:10]=1)=[C:2]([F:26])[F:25]. (3) The product is: [CH3:1][O:2][C:3]([C:5]1[O:6][C:7]2[CH:13]=[CH:12][C:11]([O:14][C:16]3[S:17][C:18]4[CH:24]=[CH:23][CH:22]=[CH:21][C:19]=4[N:20]=3)=[CH:10][C:8]=2[CH:9]=1)=[O:4]. Given the reactants [CH3:1][O:2][C:3]([C:5]1[O:6][C:7]2[CH:13]=[CH:12][C:11]([OH:14])=[CH:10][C:8]=2[CH:9]=1)=[O:4].Cl[C:16]1[S:17][C:18]2[CH:24]=[CH:23][CH:22]=[CH:21][C:19]=2[N:20]=1.C([O-])([O-])=O.[Cs+].[Cs+], predict the reaction product. (4) Given the reactants [Br:1][C:2]1[CH:14]=[N:13][C:12]2[C:11]3[CH:10]=[CH:9][C:8]([C:15]([O:17][CH3:18])=[O:16])=[CH:7][C:6]=3[NH:5][C:4]=2[CH:3]=1.[F:19][C:20]1[CH:25]=[CH:24][C:23]([CH:26]([CH:28]2[CH2:33][CH2:32][O:31][CH2:30][CH2:29]2)O)=[CH:22][CH:21]=1, predict the reaction product. The product is: [Br:1][C:2]1[CH:14]=[N:13][C:12]2[C:11]3[CH:10]=[CH:9][C:8]([C:15]([O:17][CH3:18])=[O:16])=[CH:7][C:6]=3[N:5]([CH:26]([C:23]3[CH:22]=[CH:21][C:20]([F:19])=[CH:25][CH:24]=3)[CH:28]3[CH2:33][CH2:32][O:31][CH2:30][CH2:29]3)[C:4]=2[CH:3]=1. (5) The product is: [Cl:29][C:26]1[CH:25]=[CH:24][C:23]([C:15]2[CH:14]=[CH:13][N:12]3[C:30](=[O:31])[N:9]([CH2:8][C:7]4[C:2]([CH2:36][CH3:37])=[N:3][C:4]([C:32]([F:34])([F:35])[F:33])=[CH:5][CH:6]=4)[N:10]=[C:11]3[C:16]=2[C:17]2[CH:18]=[CH:19][N:20]=[CH:21][CH:22]=2)=[CH:28][CH:27]=1. Given the reactants Cl[C:2]1[C:7]([CH2:8][N:9]2[C:30](=[O:31])[N:12]3[CH:13]=[CH:14][C:15]([C:23]4[CH:28]=[CH:27][C:26]([Cl:29])=[CH:25][CH:24]=4)=[C:16]([C:17]4[CH:22]=[CH:21][N:20]=[CH:19][CH:18]=4)[C:11]3=[N:10]2)=[CH:6][CH:5]=[C:4]([C:32]([F:35])([F:34])[F:33])[N:3]=1.[CH2:36]([Zn]CC)[CH3:37].C([O-])([O-])=O.[K+].[K+].C(Cl)Cl, predict the reaction product. (6) Given the reactants [C:1]1(=[O:8])[CH2:6][CH2:5][CH2:4][C:3](=[O:7])[CH2:2]1.[C:9]1(C)C=CC=CC=1.C(OC)(OC)OC.O.O.C1(C)C=CC(S(O)(=O)=O)=CC=1, predict the reaction product. The product is: [CH3:9][O:7][C:3]1[CH2:4][CH2:5][CH2:6][C:1](=[O:8])[CH:2]=1.